Task: Predict the product of the given reaction.. Dataset: Forward reaction prediction with 1.9M reactions from USPTO patents (1976-2016) (1) Given the reactants [O:1]1CCO[CH:2]1[C:6]1[CH:7]=[CH:8][C:9]([C:12]#[N:13])=[N:10][CH:11]=1.Cl.C(=O)(O)[O-].[Na+], predict the reaction product. The product is: [CH:2]([C:6]1[CH:7]=[CH:8][C:9]([C:12]#[N:13])=[N:10][CH:11]=1)=[O:1]. (2) Given the reactants [CH2:1]([O:3][C:4]([C:6]1[O:7][C:8]2[CH:15]=[CH:14][C:13]([Br:16])=[C:12]([OH:17])[C:9]=2[C:10]=1[CH3:11])=[O:5])[CH3:2].IC.[C:20]([O-])([O-])=O.[K+].[K+], predict the reaction product. The product is: [CH2:1]([O:3][C:4]([C:6]1[O:7][C:8]2[CH:15]=[CH:14][C:13]([Br:16])=[C:12]([O:17][CH3:20])[C:9]=2[C:10]=1[CH3:11])=[O:5])[CH3:2]. (3) Given the reactants [NH2:1][C:2]1[CH:7]=[CH:6][N:5]=[CH:4][C:3]=1[CH:8]1[CH2:13][CH2:12][C:11](=O)[CH2:10][CH2:9]1.[NH:15]1[CH2:18][CH:17]([NH:19][C:20]([CH2:22][NH:23][C:24](=[O:35])[C:25]2[CH:30]=[CH:29][CH:28]=[C:27]([C:31]([F:34])([F:33])[F:32])[CH:26]=2)=[O:21])[CH2:16]1, predict the reaction product. The product is: [NH2:1][C:2]1[CH:7]=[CH:6][N:5]=[CH:4][C:3]=1[CH:8]1[CH2:13][CH2:12][CH:11]([N:15]2[CH2:18][CH:17]([NH:19][C:20]([CH2:22][NH:23][C:24](=[O:35])[C:25]3[CH:30]=[CH:29][CH:28]=[C:27]([C:31]([F:34])([F:32])[F:33])[CH:26]=3)=[O:21])[CH2:16]2)[CH2:10][CH2:9]1.